From a dataset of Acute oral toxicity (LD50) regression data from Zhu et al.. Regression/Classification. Given a drug SMILES string, predict its toxicity properties. Task type varies by dataset: regression for continuous values (e.g., LD50, hERG inhibition percentage) or binary classification for toxic/non-toxic outcomes (e.g., AMES mutagenicity, cardiotoxicity, hepatotoxicity). Dataset: ld50_zhu. The compound is CN(CCCn1cnc2c1c(=O)n(C)c(=O)n2C)c1ccccc1. The rat oral LD50 is 2.30, given as -log10 of the dose in mol/kg body weight (higher means more acutely toxic).